This data is from Reaction yield outcomes from USPTO patents with 853,638 reactions. The task is: Predict the reaction yield, written as a fraction of the theoretical maximum amount of product (1.0 means a 100% yield; for example, 0.34 means a 34% yield). (1) The product is [CH3:10][O:9][C:7]1[CH:8]=[C:3]([O:2][CH3:1])[C:4]([CH:12]=[O:13])=[C:5]([OH:11])[CH:6]=1. The yield is 0.170. The catalyst is C1COCC1.O. The reactants are [CH3:1][O:2][C:3]1[CH:4]=[C:5]([OH:11])[CH:6]=[C:7]([O:9][CH3:10])[CH:8]=1.[CH2:12]=[O:13].C(N(CC)CC)C.[Mg+2].[Cl-].[Cl-].Cl. (2) The reactants are [NH2:1][C:2]1[N:9]=[CH:8][CH:7]=[C:6]([Br:10])[C:3]=1[C:4]#[N:5].Br[CH:12]([CH2:15][C:16]([F:19])([F:18])[F:17])[CH:13]=O. The catalyst is CCO.CCOC(C)=O. The product is [Br:10][C:6]1[CH:7]=[CH:8][N:9]2[C:12]([CH2:15][C:16]([F:19])([F:18])[F:17])=[CH:13][N:1]=[C:2]2[C:3]=1[C:4]#[N:5]. The yield is 0.488. (3) The reactants are [Cl:1][C:2]1[CH:24]=[CH:23][C:22]([Cl:25])=[CH:21][C:3]=1[C:4]([NH:6][NH:7][C:8](=[O:20])[C:9]1[C:14]([F:15])=[C:13]([F:16])[C:12]([F:17])=[C:11]([F:18])[C:10]=1[F:19])=O. The catalyst is O=P(Cl)(Cl)Cl. The product is [Cl:1][C:2]1[CH:24]=[CH:23][C:22]([Cl:25])=[CH:21][C:3]=1[C:4]1[O:20][C:8]([C:9]2[C:14]([F:15])=[C:13]([F:16])[C:12]([F:17])=[C:11]([F:18])[C:10]=2[F:19])=[N:7][N:6]=1. The yield is 0.810. (4) The reactants are [O:1]=[C:2]1[N:6]([C:7]([O:9][C:10]([CH3:13])([CH3:12])[CH3:11])=[O:8])[C@H:5]([C:14]([O:16][CH3:17])=[O:15])[CH2:4][CH2:3]1.[CH2:18]([Mg]Br)[CH2:19][CH:20]=[CH2:21].S([O-])(O)(=O)=O.[K+].CC(=O)OCC. The catalyst is C1COCC1.[Cl-].[Na+].O. The product is [C:10]([O:9][C:7]([NH:6][C@@H:5]([CH2:4][CH2:3][C:2](=[O:1])[CH2:21][CH2:20][CH:19]=[CH2:18])[C:14]([O:16][CH3:17])=[O:15])=[O:8])([CH3:13])([CH3:12])[CH3:11]. The yield is 0.970.